This data is from Full USPTO retrosynthesis dataset with 1.9M reactions from patents (1976-2016). The task is: Predict the reactants needed to synthesize the given product. (1) Given the product [CH3:13][O:9][C:8](=[O:10])[C:7]1[C:2]([I:1])=[CH:3][CH:4]=[N:5][C:6]=1[O:11][CH3:12], predict the reactants needed to synthesize it. The reactants are: [I:1][C:2]1[C:7]([C:8]([OH:10])=[O:9])=[C:6]([O:11][CH3:12])[N:5]=[CH:4][CH:3]=1.[CH3:13][Si](C=[N+]=[N-])(C)C. (2) The reactants are: [Br:1][C:2]1[CH:3]=[C:4]([CH:8]=[CH:9][C:10]=1[Cl:11])[C:5](O)=[O:6].BrC1C=C(C=CC=1F)C([Cl:18])=O. Given the product [Br:1][C:2]1[CH:3]=[C:4]([CH:8]=[CH:9][C:10]=1[Cl:11])[C:5]([Cl:18])=[O:6], predict the reactants needed to synthesize it. (3) Given the product [I:17][C:11]1[C:10](=[O:12])[C:9]2[C:8]3[CH:13]=[CH:14][CH:15]=[CH:16][C:7]=3[CH:6]=[CH:5][C:4]=2[S:3][C:2]=1[CH3:1], predict the reactants needed to synthesize it. The reactants are: [CH3:1][C:2]1[S:3][C:4]2[CH:5]=[CH:6][C:7]3[CH:16]=[CH:15][CH:14]=[CH:13][C:8]=3[C:9]=2[C:10](=[O:12])[CH:11]=1.[I:17]I.S([O-])([O-])(=O)=S.[Na+].[Na+]. (4) Given the product [Cl:14][C:6]1[CH:7]=[C:8]([O:12][CH3:13])[CH:9]=[C:10]([F:11])[C:5]=1[C:3]1[N:15]=[C:16]([NH2:18])[S:17][CH:2]=1, predict the reactants needed to synthesize it. The reactants are: Br[CH2:2][C:3]([C:5]1[C:10]([F:11])=[CH:9][C:8]([O:12][CH3:13])=[CH:7][C:6]=1[Cl:14])=O.[NH2:15][C:16]([NH2:18])=[S:17].